From a dataset of Forward reaction prediction with 1.9M reactions from USPTO patents (1976-2016). Predict the product of the given reaction. (1) Given the reactants [Br:1][C:2]1[N:6]([C@@H:7]2[O:24][CH2:23][C@@H:18]([O:19]C(=O)C)[C@H:13]([O:14]C(=O)C)[C@H:8]2[O:9]C(=O)C)[C:5]2[CH:25]=[C:26]([Cl:30])[C:27]([Cl:29])=[CH:28][C:4]=2[N:3]=1.C(=O)([O-])[O-].[Na+].[Na+].C(O)(=O)C.C(OCC)(=O)C, predict the reaction product. The product is: [Br:1][C:2]1[N:6]([C@@H:7]2[O:24][CH2:23][C@@H:18]([OH:19])[C@H:13]([OH:14])[C@H:8]2[OH:9])[C:5]2[CH:25]=[C:26]([Cl:30])[C:27]([Cl:29])=[CH:28][C:4]=2[N:3]=1. (2) Given the reactants [CH:1]1[C:10]2[C:5](=[CH:6][CH:7]=[CH:8][CH:9]=2)[CH:4]=[CH:3][C:2]=1[S:11]([N:14]1[CH2:18][CH:17]2[CH2:19][N:20]([C:22]3[N:27]=[CH:26][C:25]([C:28]([O:30]CC)=[O:29])=[CH:24][N:23]=3)[CH2:21][CH:16]2[CH2:15]1)(=[O:13])=[O:12].[OH-].[Na+].Cl, predict the reaction product. The product is: [CH:1]1[C:10]2[C:5](=[CH:6][CH:7]=[CH:8][CH:9]=2)[CH:4]=[CH:3][C:2]=1[S:11]([N:14]1[CH2:15][CH:16]2[CH2:21][N:20]([C:22]3[N:27]=[CH:26][C:25]([C:28]([OH:30])=[O:29])=[CH:24][N:23]=3)[CH2:19][CH:17]2[CH2:18]1)(=[O:13])=[O:12].